From a dataset of Reaction yield outcomes from USPTO patents with 853,638 reactions. Predict the reaction yield, written as a fraction of the theoretical maximum amount of product (1.0 means a 100% yield; for example, 0.34 means a 34% yield). The reactants are [C:1]([O:5][C:6]([N:8]1[CH2:12][CH2:11][CH:10]([OH:13])[CH2:9]1)=[O:7])([CH3:4])([CH3:3])[CH3:2].CC(OI1(OC(C)=O)(OC(C)=O)OC(=O)C2C=CC=CC1=2)=O. The catalyst is ClCCl. The product is [C:1]([O:5][C:6]([N:8]1[CH2:12][CH2:11][C:10](=[O:13])[CH2:9]1)=[O:7])([CH3:4])([CH3:2])[CH3:3]. The yield is 0.970.